This data is from Full USPTO retrosynthesis dataset with 1.9M reactions from patents (1976-2016). The task is: Predict the reactants needed to synthesize the given product. Given the product [OH:2][CH2:3][C@H:4]([CH3:35])[O:5][C:6]1[CH:7]=[C:8]([C:23]2[NH:27][C:26]([C:28]3[O:29][C@@H:30]([CH3:34])[CH:31]([OH:33])[N:32]=3)=[CH:25][CH:24]=2)[CH:9]=[C:10]([O:12][C:13]2[CH:18]=[N:17][C:16]([S:19]([CH3:22])(=[O:21])=[O:20])=[CH:15][N:14]=2)[CH:11]=1, predict the reactants needed to synthesize it. The reactants are: C[O:2][CH2:3][C@H:4]([CH3:35])[O:5][C:6]1[CH:7]=[C:8]([C:23]2[NH:27][C:26]([C:28]3[O:29][C@@H:30]([CH3:34])[CH:31]([OH:33])[N:32]=3)=[CH:25][CH:24]=2)[CH:9]=[C:10]([O:12][C:13]2[CH:18]=[N:17][C:16]([S:19]([CH3:22])(=[O:21])=[O:20])=[CH:15][N:14]=2)[CH:11]=1.B(Br)(Br)Br.C(=O)([O-])O.[Na+].